Task: Predict the reactants needed to synthesize the given product.. Dataset: Full USPTO retrosynthesis dataset with 1.9M reactions from patents (1976-2016) Given the product [OH:2][C:3]1[CH:8]=[CH:7][C:6]([S:9][C:10]2[CH:28]=[CH:27][C:13]([C:14]([NH:16][C:17]3[CH:22]=[CH:21][CH:20]=[C:19]([C:23]([F:24])([F:25])[F:26])[CH:18]=3)=[O:15])=[CH:12][C:11]=2[NH:29][C:30]2[C:31]3[CH:39]=[CH:38][CH:37]=[N:36][C:32]=3[N:33]=[CH:34][N:35]=2)=[CH:5][CH:4]=1, predict the reactants needed to synthesize it. The reactants are: C[O:2][C:3]1[CH:8]=[CH:7][C:6]([S:9][C:10]2[CH:28]=[CH:27][C:13]([C:14]([NH:16][C:17]3[CH:22]=[CH:21][CH:20]=[C:19]([C:23]([F:26])([F:25])[F:24])[CH:18]=3)=[O:15])=[CH:12][C:11]=2[NH:29][C:30]2[C:31]3[CH:39]=[CH:38][CH:37]=[N:36][C:32]=3[N:33]=[CH:34][N:35]=2)=[CH:5][CH:4]=1.C(C1C=CC2C(NC3C=C(C=CC=3SC3C=CC(OC)=CC=3)C(NC3C=CC(C)=CC=3)=O)=NC=NC=2N=1)(C)C.